Dataset: Full USPTO retrosynthesis dataset with 1.9M reactions from patents (1976-2016). Task: Predict the reactants needed to synthesize the given product. (1) Given the product [C:5]([O:8][CH2:9][C:10]([CH3:40])([CH3:39])[CH2:11][N:12]1[C:18]2[CH:19]=[CH:20][C:21]([Cl:23])=[CH:22][C:17]=2[C@@H:16]([C:24]2[CH:29]=[CH:28][CH:27]=[C:26]([O:30][CH3:31])[C:25]=2[O:32][CH3:33])[O:15][C@H:14]([CH2:34][C:35]([NH:42][C:43]2[CH:44]=[C:45]3[C:50](=[CH:51][CH:52]=2)[C:49]([C:53]([O:55][CH2:56][CH3:57])=[O:54])=[CH:48][CH:47]=[CH:46]3)=[O:37])[C:13]1=[O:38])(=[O:7])[CH3:6], predict the reactants needed to synthesize it. The reactants are: S(Cl)(Cl)=O.[C:5]([O:8][CH2:9][C:10]([CH3:40])([CH3:39])[CH2:11][N:12]1[C:18]2[CH:19]=[CH:20][C:21]([Cl:23])=[CH:22][C:17]=2[C@@H:16]([C:24]2[CH:29]=[CH:28][CH:27]=[C:26]([O:30][CH3:31])[C:25]=2[O:32][CH3:33])[O:15][C@H:14]([CH2:34][C:35]([OH:37])=O)[C:13]1=[O:38])(=[O:7])[CH3:6].Cl.[NH2:42][C:43]1[CH:44]=[C:45]2[C:50](=[CH:51][CH:52]=1)[C:49]([C:53]([O:55][CH2:56][CH3:57])=[O:54])=[CH:48][CH:47]=[CH:46]2.C(N(CC)CC)C. (2) Given the product [Cl:21][C:9]1[N:8]([C:3]2[CH:4]=[CH:5][CH:6]=[CH:7][C:2]=2[Cl:1])[C:16]2[C:15](=[O:17])[N:14]([CH3:18])[C:13](=[O:19])[N:12]([CH3:20])[C:11]=2[N:10]=1, predict the reactants needed to synthesize it. The reactants are: [Cl:1][C:2]1[CH:7]=[CH:6][CH:5]=[CH:4][C:3]=1[N:8]1[C:16]2[C:15](=[O:17])[N:14]([CH3:18])[C:13](=[O:19])[N:12]([CH3:20])[C:11]=2[N:10]=[CH:9]1.[Cl:21]N1C(=O)CCC1=O.